Task: Predict the reactants needed to synthesize the given product.. Dataset: Full USPTO retrosynthesis dataset with 1.9M reactions from patents (1976-2016) (1) Given the product [N+:1]([C:4]1[CH:5]=[C:6]2[C:7](=[CH:8][CH:9]=1)[NH:10][C:18](=[O:19])[C:17]([C:13]1[S:12][CH:16]=[CH:15][CH:14]=1)=[N:11]2)([O-:3])=[O:2], predict the reactants needed to synthesize it. The reactants are: [N+:1]([C:4]1[CH:5]=[C:6]([NH2:11])[C:7]([NH2:10])=[CH:8][CH:9]=1)([O-:3])=[O:2].[S:12]1[CH:16]=[CH:15][CH:14]=[C:13]1[C:17](=O)[C:18](O)=[O:19]. (2) Given the product [CH:27]1([C:25]([NH:24][C@@H:23]2[C@H:19]3[O:18][CH2:17][C@H:16]([NH:15][C:8](=[O:10])[C:7]4[CH:6]=[CH:5][C:4]([O:3][C:2]([F:1])([F:14])[F:13])=[CH:12][CH:11]=4)[C@H:20]3[O:21][CH2:22]2)=[O:26])[CH2:28][CH2:29]1, predict the reactants needed to synthesize it. The reactants are: [F:1][C:2]([F:14])([F:13])[O:3][C:4]1[CH:12]=[CH:11][C:7]([C:8]([OH:10])=O)=[CH:6][CH:5]=1.[NH2:15][C@@H:16]1[C@H:20]2[O:21][CH2:22][C@H:23]([NH:24][C:25]([CH:27]3[CH2:29][CH2:28]3)=[O:26])[C@H:19]2[O:18][CH2:17]1. (3) The reactants are: [CH2:1]([O:8][C:9]1[CH:10]=[C:11]([CH:15]([OH:22])[CH2:16][C:17]([O:19][CH2:20][CH3:21])=[O:18])[CH:12]=[CH:13][CH:14]=1)[C:2]1[CH:7]=[CH:6][CH:5]=[CH:4][CH:3]=1.I[CH3:24]. Given the product [CH2:1]([O:8][C:9]1[CH:10]=[C:11]([CH:15]([O:22][CH3:24])[CH2:16][C:17]([O:19][CH2:20][CH3:21])=[O:18])[CH:12]=[CH:13][CH:14]=1)[C:2]1[CH:7]=[CH:6][CH:5]=[CH:4][CH:3]=1, predict the reactants needed to synthesize it. (4) Given the product [CH2:1]([O:4][CH2:5][CH2:6][CH2:7][CH2:8][N:9]1[CH2:14][CH2:13][C:12](=[N:17][OH:18])[CH2:11][CH2:10]1)[CH2:2][CH3:3], predict the reactants needed to synthesize it. The reactants are: [CH2:1]([O:4][CH2:5][CH2:6][CH2:7][CH2:8][N:9]1[CH2:14][CH2:13][C:12](=O)[CH2:11][CH2:10]1)[CH2:2][CH3:3].Cl.[NH2:17][OH:18]. (5) Given the product [NH2:23][C:14]1[CH:15]=[C:16]([CH:21]=[CH:22][C:13]=1[S:12][C:9]1[CH:10]=[CH:11][C:6]([NH:5][C:3]([O:2][CH3:1])=[O:4])=[CH:7][CH:8]=1)[C:17]([O:19][CH3:20])=[O:18], predict the reactants needed to synthesize it. The reactants are: [CH3:1][O:2][C:3]([NH:5][C:6]1[CH:11]=[CH:10][C:9]([S:12][C:13]2[CH:22]=[CH:21][C:16]([C:17]([O:19][CH3:20])=[O:18])=[CH:15][C:14]=2[N+:23]([O-])=O)=[CH:8][CH:7]=1)=[O:4].COC(=O)C1C=CC(SC2C=CC(NC(OC(C)(C)C)=O)=CC=2)=C([N+]([O-])=O)C=1. (6) Given the product [CH3:41][C:5]([O:34][C:35]1[CH:40]=[CH:39][CH:38]=[CH:37][CH:36]=1)([CH2:6][C:7]1[CH:12]=[CH:11][C:10]([CH2:13][CH2:14][CH2:15][CH:16]2[CH2:20][N:19]([CH2:21][C:22]3[CH:27]=[CH:26][C:25]([C:28]([F:31])([F:30])[F:29])=[CH:24][CH:23]=3)[C:18](=[O:32])[N:17]2[CH3:33])=[CH:9][CH:8]=1)[C:4]([OH:42])=[O:3], predict the reactants needed to synthesize it. The reactants are: C([O:3][C:4](=[O:42])[C:5]([CH3:41])([O:34][C:35]1[CH:40]=[CH:39][CH:38]=[CH:37][CH:36]=1)[CH2:6][C:7]1[CH:12]=[CH:11][C:10]([CH2:13][CH2:14][CH2:15][CH:16]2[CH2:20][N:19]([CH2:21][C:22]3[CH:27]=[CH:26][C:25]([C:28]([F:31])([F:30])[F:29])=[CH:24][CH:23]=3)[C:18](=[O:32])[N:17]2[CH3:33])=[CH:9][CH:8]=1)C.[OH-].[Na+]. (7) Given the product [C:9]([C:8]1[CH:7]=[C:6]([C:4]2[N:3]=[CH:2][N:1]([C:18]([N:20]([CH:21]3[CH2:26][CH2:25][N:24]([C:27]([O:29][C:30]([CH3:33])([CH3:32])[CH3:31])=[O:28])[CH2:23][CH2:22]3)[CH3:34])=[O:19])[CH:5]=2)[CH:14]=[CH:13][CH:12]=1)(=[O:10])[NH2:11], predict the reactants needed to synthesize it. The reactants are: [NH:1]1[CH:5]=[C:4]([C:6]2[CH:7]=[C:8]([CH:12]=[CH:13][CH:14]=2)[C:9]([NH2:11])=[O:10])[N:3]=[CH:2]1.[H-].[Na+].Cl[C:18]([N:20]([CH3:34])[CH:21]1[CH2:26][CH2:25][N:24]([C:27]([O:29][C:30]([CH3:33])([CH3:32])[CH3:31])=[O:28])[CH2:23][CH2:22]1)=[O:19].